From a dataset of Reaction yield outcomes from USPTO patents with 853,638 reactions. Predict the reaction yield, written as a fraction of the theoretical maximum amount of product (1.0 means a 100% yield; for example, 0.34 means a 34% yield). (1) The reactants are [CH3:1][C@@H:2]1[CH2:7][NH:6][CH2:5][CH2:4][NH:3]1.Cl[C:9]1[CH:14]=[C:13]([C:15]([F:18])([F:17])[F:16])[CH:12]=[CH:11][N:10]=1. The catalyst is C1(C)C(C)=CC=CC=1. The product is [CH3:1][C@H:2]1[NH:3][CH2:4][CH2:5][N:6]([C:9]2[CH:14]=[C:13]([C:15]([F:18])([F:17])[F:16])[CH:12]=[CH:11][N:10]=2)[CH2:7]1. The yield is 0.360. (2) The reactants are [Cl:1][C:2]1[CH:13]=[CH:12][C:5]([CH2:6][CH:7]([C:10]#[N:11])[C:8]#[N:9])=[CH:4][CH:3]=1.[H-].[Na+].I[CH2:17][CH2:18][C:19]([F:25])([F:24])[C:20]([F:23])([F:22])[F:21]. The catalyst is CN(C)C=O. The product is [Cl:1][C:2]1[CH:3]=[CH:4][C:5]([CH2:6][C:7]([CH2:17][CH2:18][C:19]([F:25])([F:24])[C:20]([F:23])([F:22])[F:21])([C:8]#[N:9])[C:10]#[N:11])=[CH:12][CH:13]=1. The yield is 0.280. (3) The reactants are [CH2:1]([O:19][C@H:20]1[C@H:24]([O:25][CH2:26][CH2:27][CH2:28][CH2:29][CH2:30][CH2:31][CH2:32][CH2:33]/[CH:34]=[CH:35]\[CH2:36]/[CH:37]=[CH:38]\[CH2:39][CH2:40][CH2:41][CH2:42][CH3:43])[CH2:23][N:22]([CH2:44][CH2:45][C:46]([O:48]CC)=[O:47])[CH2:21]1)[CH2:2][CH2:3][CH2:4][CH2:5][CH2:6][CH2:7][CH2:8]/[CH:9]=[CH:10]\[CH2:11]/[CH:12]=[CH:13]\[CH2:14][CH2:15][CH2:16][CH2:17][CH3:18].[OH-].[Na+].Cl. The product is [CH2:26]([O:25][C@H:24]1[C@H:20]([O:19][CH2:1][CH2:2][CH2:3][CH2:4][CH2:5][CH2:6][CH2:7][CH2:8]/[CH:9]=[CH:10]\[CH2:11]/[CH:12]=[CH:13]\[CH2:14][CH2:15][CH2:16][CH2:17][CH3:18])[CH2:21][N:22]([CH2:44][CH2:45][C:46]([OH:48])=[O:47])[CH2:23]1)[CH2:27][CH2:28][CH2:29][CH2:30][CH2:31][CH2:32][CH2:33]/[CH:34]=[CH:35]\[CH2:36]/[CH:37]=[CH:38]\[CH2:39][CH2:40][CH2:41][CH2:42][CH3:43]. The catalyst is C(O)C. The yield is 0.858. (4) The reactants are N1C=CC=CC=1.[Si:7](Cl)([C:10]([CH3:13])([CH3:12])[CH3:11])([CH3:9])[CH3:8].[CH2:15]([C:18]1([OH:24])[CH2:23][CH2:22][CH2:21][CH2:20][CH2:19]1)[CH:16]=[CH2:17].O([Si](C(C)(C)C)(C)C)S(C(F)(F)F)(=O)=O. The catalyst is CN(C)C1C=CN=CC=1.C(#N)C. The product is [CH2:15]([C:18]1([O:24][Si:7]([C:10]([CH3:13])([CH3:12])[CH3:11])([CH3:9])[CH3:8])[CH2:23][CH2:22][CH2:21][CH2:20][CH2:19]1)[CH:16]=[CH2:17]. The yield is 0.970. (5) The reactants are [CH3:1][O:2][C:3]1[CH:8]=[CH:7][C:6]([N:9]2[CH2:14][CH2:13][O:12][CH2:11][CH2:10]2)=[CH:5][C:4]=1[NH:15][C:16]([C:18]1[NH:27][C:21]2=[N:22][C:23]([CH3:26])=[CH:24][CH:25]=[C:20]2[N:19]=1)=[S:17].Br.CC(O)=O.CS(C)=O.[OH-].[NH4+]. The catalyst is C(OCC)(=O)C.O. The product is [CH3:1][O:2][C:3]1[C:4]2[N:15]=[C:16]([C:18]3[NH:27][C:21]4=[N:22][C:23]([CH3:26])=[CH:24][CH:25]=[C:20]4[N:19]=3)[S:17][C:5]=2[C:6]([N:9]2[CH2:10][CH2:11][O:12][CH2:13][CH2:14]2)=[CH:7][CH:8]=1. The yield is 0.420. (6) The reactants are C(N(CC)CC)C.Cl.C(N=C=NCCCN(C)C)C.[O:20]1[CH:24]=[CH:23][C:22]([C:25]2[CH:26]=[C:27]([CH2:31][C:32]([OH:34])=O)[CH:28]=[CH:29][CH:30]=2)=[CH:21]1.Cl.[Cl:36][C:37]1[CH:38]=[CH:39][C:40]([NH:47][C:48](=[O:54])[C@@H:49]2[CH2:53][CH2:52][CH2:51][NH:50]2)=[C:41]([CH:46]=1)[C:42]([O:44][CH3:45])=[O:43].ON1C2C=CC=CC=2N=N1. The catalyst is C(OCC)(=O)C.O.CC(N(C)C)=O. The product is [Cl:36][C:37]1[CH:38]=[CH:39][C:40]([NH:47][C:48](=[O:54])[C@@H:49]2[CH2:53][CH2:52][CH2:51][N:50]2[C:32](=[O:34])[CH2:31][C:27]2[CH:28]=[CH:29][CH:30]=[C:25]([C:22]3[CH:23]=[CH:24][O:20][CH:21]=3)[CH:26]=2)=[C:41]([CH:46]=1)[C:42]([O:44][CH3:45])=[O:43]. The yield is 0.880. (7) The reactants are C[O:2][C:3]([C:5]1[S:6][C:7]([C:26]#[C:27][C:28]([CH3:31])([CH3:30])[CH3:29])=[CH:8][C:9]=1[N:10]1[CH:15]([CH:16]2[CH2:21][CH2:20][CH2:19][CH2:18][CH2:17]2)[CH2:14][CH2:13][C@@H:12]([CH2:22][CH2:23][OH:24])[C:11]1=[O:25])=[O:4].O[Li].O.Cl. The catalyst is C1COCC1.O.CO. The product is [CH:16]1([CH:15]2[N:10]([C:9]3[CH:8]=[C:7]([C:26]#[C:27][C:28]([CH3:31])([CH3:30])[CH3:29])[S:6][C:5]=3[C:3]([OH:4])=[O:2])[C:11](=[O:25])[C@H:12]([CH2:22][CH2:23][OH:24])[CH2:13][CH2:14]2)[CH2:17][CH2:18][CH2:19][CH2:20][CH2:21]1. The yield is 0.230.